The task is: Regression. Given a peptide amino acid sequence and an MHC pseudo amino acid sequence, predict their binding affinity value. This is MHC class I binding data.. This data is from Peptide-MHC class I binding affinity with 185,985 pairs from IEDB/IMGT. The peptide sequence is FTNMEAQLV. The MHC is HLA-A01:01 with pseudo-sequence HLA-A01:01. The binding affinity (normalized) is 0.446.